From a dataset of Reaction yield outcomes from USPTO patents with 853,638 reactions. Predict the reaction yield, written as a fraction of the theoretical maximum amount of product (1.0 means a 100% yield; for example, 0.34 means a 34% yield). (1) The reactants are [H-].[Na+].C(OP([CH2:11][C:12]([O:14][CH3:15])=[O:13])(OCC)=O)C.[CH3:16][O:17][C:18]1[CH:19]=[C:20]([CH:24]=O)[CH:21]=[N:22][CH:23]=1.O. The catalyst is C1COCC1. The product is [CH3:16][O:17][C:18]1[CH:19]=[C:20](/[CH:24]=[CH:11]/[C:12]([O:14][CH3:15])=[O:13])[CH:21]=[N:22][CH:23]=1. The yield is 0.140. (2) The reactants are C[O:2][C:3]([C:5]1[CH:9]=[C:8]([C:10]2[CH:15]=[CH:14][CH:13]=[CH:12][CH:11]=2)[O:7][N:6]=1)=[O:4].CO.O.O[Li].O. The catalyst is C1COCC1. The product is [C:10]1([C:8]2[O:7][N:6]=[C:5]([C:3]([OH:4])=[O:2])[CH:9]=2)[CH:11]=[CH:12][CH:13]=[CH:14][CH:15]=1. The yield is 0.850.